Task: Predict which catalyst facilitates the given reaction.. Dataset: Catalyst prediction with 721,799 reactions and 888 catalyst types from USPTO (1) Product: [NH2:6][C:7]1[CH:21]=[CH:20][CH:19]=[CH:18][C:8]=1[C:9]([C:11]1[CH:16]=[CH:15][C:14]([F:17])=[CH:13][CH:12]=1)=[O:10]. The catalyst class is: 262. Reactant: CS(O)(=O)=O.[NH2:6][C:7]1[CH:21]=[CH:20][CH:19]=[CH:18][C:8]=1[C:9]([C:11]1[CH:16]=[CH:15][C:14]([F:17])=[CH:13][CH:12]=1)=[O:10].[OH-].[Na+]. (2) The catalyst class is: 58. Reactant: [Br:1][C:2]1[CH:3]=[N:4][C:5](Cl)=[C:6]([CH:9]=1)[CH:7]=[O:8].Cl.[OH:12][CH2:13][CH:14]1[CH2:18][CH2:17][NH:16][CH2:15]1.C(=O)([O-])[O-].[Na+].[Na+]. Product: [Br:1][C:2]1[CH:3]=[N:4][C:5]([N:16]2[CH2:17][CH2:18][CH:14]([CH2:13][OH:12])[CH2:15]2)=[C:6]([CH:9]=1)[CH:7]=[O:8]. (3) Reactant: C(O)C.[BH4-].[Na+].[Cl-].[Ca+2].[Cl-].[CH:9]([N:12]([CH:57]([CH3:59])[CH3:58])[C:13]([C:15]1[CH:16]=[C:17]2[C:22](=[CH:23][CH:24]=1)[CH:21]=[C:20]([C:25]([OH:56])([C:32]1[N:33]=[CH:34][N:35]([C:37]([C:50]3[CH:55]=[CH:54][CH:53]=[CH:52][CH:51]=3)([C:44]3[CH:49]=[CH:48][CH:47]=[CH:46][CH:45]=3)[C:38]3[CH:43]=[CH:42][CH:41]=[CH:40][CH:39]=3)[CH:36]=1)[CH2:26][C:27](OCC)=[O:28])[CH:19]=[CH:18]2)=[O:14])([CH3:11])[CH3:10]. Product: [OH:56][C:25]([C:20]1[CH:21]=[C:22]2[C:17](=[CH:18][CH:19]=1)[CH:16]=[C:15]([C:13]([N:12]([CH:57]([CH3:59])[CH3:58])[CH:9]([CH3:10])[CH3:11])=[O:14])[CH:24]=[CH:23]2)([C:32]1[N:33]=[CH:34][N:35]([C:37]([C:44]2[CH:49]=[CH:48][CH:47]=[CH:46][CH:45]=2)([C:50]2[CH:51]=[CH:52][CH:53]=[CH:54][CH:55]=2)[C:38]2[CH:43]=[CH:42][CH:41]=[CH:40][CH:39]=2)[CH:36]=1)[CH2:26][CH2:27][OH:28]. The catalyst class is: 90. (4) The catalyst class is: 1. Reactant: Br[C:2]1[N:7]=[CH:6][C:5]([OH:8])=[CH:4][CH:3]=1.C([Li])CCC.CCCCCC.C([Li])(CC)C.C1CCCCC1.[O:31]1[C:35]2([CH2:40][CH2:39][C:38](=[O:41])[CH2:37][CH2:36]2)[O:34][CH2:33][CH2:32]1. Product: [OH:41][C:38]1([C:2]2[N:7]=[CH:6][C:5]([OH:8])=[CH:4][CH:3]=2)[CH2:39][CH2:40][C:35]2([O:31][CH2:32][CH2:33][O:34]2)[CH2:36][CH2:37]1. (5) Reactant: C(=O)([O-])[O-].[Ca+2:5].[NH:6]([S:14]([C:17]([F:20])([F:19])[F:18])(=[O:16])=[O:15])[S:7]([C:10]([F:13])([F:12])[F:11])(=[O:9])=[O:8]. Product: [NH:6]([S:7]([C:10]([F:13])([F:11])[F:12])(=[O:9])=[O:8])[S:14]([C:17]([F:20])([F:19])[F:18])(=[O:16])=[O:15].[NH:6]([S:7]([C:10]([F:13])([F:11])[F:12])(=[O:9])=[O:8])[S:14]([C:17]([F:20])([F:19])[F:18])(=[O:16])=[O:15].[Ca:5]. The catalyst class is: 6. (6) Reactant: [N:1]1([C:11]([O:13][C:14]([CH3:17])([CH3:16])[CH3:15])=[O:12])[CH2:6][CH2:5][CH:4]([C:7]([O:9][CH3:10])=[O:8])[CH2:3][CH2:2]1.[Li+].CC([N-]C(C)C)C.C(NC(C)C)(C)C.C([Li])CCC.I[CH2:39][CH2:40][C:41]1[CH:46]=[CH:45][C:44]([N+:47]([O-:49])=[O:48])=[CH:43][CH:42]=1. Product: [N+:47]([C:44]1[CH:45]=[CH:46][C:41]([CH2:40][CH2:39][C:4]2([C:7]([O:9][CH3:10])=[O:8])[CH2:3][CH2:2][N:1]([C:11]([O:13][C:14]([CH3:17])([CH3:16])[CH3:15])=[O:12])[CH2:6][CH2:5]2)=[CH:42][CH:43]=1)([O-:49])=[O:48]. The catalyst class is: 1. (7) Reactant: [N:1]1([C:7]2[C:16]3[C:11](=[CH:12][C:13]([O:19][CH3:20])=[C:14]([O:17][CH3:18])[CH:15]=3)[N:10]=[CH:9][N:8]=2)[CH2:6][CH2:5][NH:4][CH2:3][CH2:2]1.N1C=CC=CC=1.[Cl-].[N:28]1[CH:33]=[CH:32][CH:31]=[N:30][C:29]=1[NH:34][S:35]([C:38]1[CH:43]=[CH:42][C:41]([NH:44][CH:45]=[S:46])=[CH:40][CH:39]=1)(=[O:37])=[O:36].CO. Product: [N:28]1[CH:33]=[CH:32][CH:31]=[N:30][C:29]=1[NH:34][S:35]([C:38]1[CH:43]=[CH:42][C:41]([NH:44][C:45]([N:4]2[CH2:5][CH2:6][N:1]([C:7]3[C:16]4[C:11](=[CH:12][C:13]([O:19][CH3:20])=[C:14]([O:17][CH3:18])[CH:15]=4)[N:10]=[CH:9][N:8]=3)[CH2:2][CH2:3]2)=[S:46])=[CH:40][CH:39]=1)(=[O:37])=[O:36]. The catalyst class is: 4. (8) Reactant: [C:1]([O:5][C:6]([N:8]1[CH2:13][CH:12]2[C:10]([C:14]3[CH:19]=[CH:18][C:17](Br)=[CH:16][CH:15]=3)([CH2:11]2)[CH2:9]1)=[O:7])([CH3:4])([CH3:3])[CH3:2].CC(C)([O-])C.[Na+].[C:27]1([N:33]2[CH2:38][CH2:37][NH:36][CH2:35][CH2:34]2)[CH:32]=[CH:31][CH:30]=[CH:29][CH:28]=1. The catalyst class is: 733. Product: [C:1]([O:5][C:6]([N:8]1[CH2:13][CH:12]2[C:10]([C:14]3[CH:19]=[CH:18][C:17]([N:36]4[CH2:37][CH2:38][N:33]([C:27]5[CH:32]=[CH:31][CH:30]=[CH:29][CH:28]=5)[CH2:34][CH2:35]4)=[CH:16][CH:15]=3)([CH2:11]2)[CH2:9]1)=[O:7])([CH3:4])([CH3:3])[CH3:2]. (9) Reactant: [F:1][C:2]1[CH:3]=[C:4]2[C:14](=[CH:15][C:16]=1[F:17])[C:8]1([CH2:13][CH2:12][O:11][CH2:10][CH2:9]1)[C:7](=[O:18])[C:6]([C:19]([NH:21][CH2:22][C:23]([O:25]C(C)(C)C)=[O:24])=[O:20])=[C:5]2[OH:30]. Product: [F:1][C:2]1[CH:3]=[C:4]2[C:14](=[CH:15][C:16]=1[F:17])[C:8]1([CH2:13][CH2:12][O:11][CH2:10][CH2:9]1)[C:7](=[O:18])[C:6]([C:19]([NH:21][CH2:22][C:23]([OH:25])=[O:24])=[O:20])=[C:5]2[OH:30]. The catalyst class is: 67. (10) The catalyst class is: 14. Product: [CH3:1][O:2][C:3]1[CH:4]=[C:5]2[C:10](=[CH:11][CH:12]=1)[CH2:9][C:8](=[O:13])[CH2:7][CH2:6]2. Reactant: [CH3:1][O:2][C:3]1[CH:12]=[CH:11][C:10]2[C:5](=[CH:6][CH:7]=[C:8]([O:13]C)[CH:9]=2)[CH:4]=1.[Na].Cl.O.